This data is from Reaction yield outcomes from USPTO patents with 853,638 reactions. The task is: Predict the reaction yield, written as a fraction of the theoretical maximum amount of product (1.0 means a 100% yield; for example, 0.34 means a 34% yield). (1) The reactants are [CH3:1][C:2]1[CH:3]=[CH:4][C:5]([N+:10]([O-])=O)=[C:6]([CH:9]=1)[C:7]#[N:8].S(S([O-])(=O)=O)([O-])(=O)=O.[Na+].[Na+].O. The catalyst is C(#N)C. The product is [NH2:10][C:5]1[CH:4]=[CH:3][C:2]([CH3:1])=[CH:9][C:6]=1[C:7]#[N:8]. The yield is 0.784. (2) The reactants are Cl[CH:2]([O:4][C:5](=[O:32])[N:6]([C:29](=[O:31])[CH3:30])[CH2:7][C@@H:8]1[O:12][C:11](=[O:13])[N:10]([C:14]2[CH:19]=[CH:18][C:17]([CH:20]3[CH2:25][CH2:24][S:23](=[O:27])(=[O:26])[CH2:22][CH2:21]3)=[C:16]([F:28])[CH:15]=2)[CH2:9]1)[CH3:3].[C:33]([OH:36])(=[O:35])[CH3:34].CCOCC. The catalyst is C([O-])(=O)C.[Hg+2].C([O-])(=O)C.O. The product is [C:29]([N:6]([CH2:7][C@@H:8]1[O:12][C:11](=[O:13])[N:10]([C:14]2[CH:19]=[CH:18][C:17]([CH:20]3[CH2:25][CH2:24][S:23](=[O:27])(=[O:26])[CH2:22][CH2:21]3)=[C:16]([F:28])[CH:15]=2)[CH2:9]1)[C:5]([O:4][CH:2]([O:36][C:33](=[O:35])[CH3:34])[CH3:3])=[O:32])(=[O:31])[CH3:30]. The yield is 0.430. (3) The reactants are [CH:1]1[C:11]2[CH2:10][CH2:9][C:8]3[CH:12]=[CH:13][CH:14]=[CH:15][C:7]=3[C:6](=[CH:16][C:17]3[CH:24]=[CH:23][CH:22]=[CH:21][C:18]=3[CH:19]=O)[C:5]=2[CH:4]=[CH:3][CH:2]=1.Cl.[NH2:26][OH:27].CCOC(C)=O.CCCCCC. The catalyst is CCO.O. The product is [CH:1]1[C:11]2[CH2:10][CH2:9][C:8]3[CH:12]=[CH:13][CH:14]=[CH:15][C:7]=3[C:6](=[CH:16][C:17]3[CH:24]=[CH:23][CH:22]=[CH:21][C:18]=3[CH:19]=[N:26][OH:27])[C:5]=2[CH:4]=[CH:3][CH:2]=1. The yield is 0.720.